From a dataset of Peptide-MHC class II binding affinity with 134,281 pairs from IEDB. Regression. Given a peptide amino acid sequence and an MHC pseudo amino acid sequence, predict their binding affinity value. This is MHC class II binding data. (1) The peptide sequence is SGNLVMFQMQDHQLI. The MHC is DRB4_0101 with pseudo-sequence DRB4_0103. The binding affinity (normalized) is 0.974. (2) The MHC is HLA-DQA10102-DQB10602 with pseudo-sequence HLA-DQA10102-DQB10602. The binding affinity (normalized) is 0. The peptide sequence is AHGIPKVPPGPNITA. (3) The peptide sequence is PGQQRSIQDNQVAYL. The MHC is DRB1_1101 with pseudo-sequence DRB1_1101. The binding affinity (normalized) is 0. (4) The peptide sequence is EMPSEEGYQDYEPEA. The MHC is DRB3_0202 with pseudo-sequence DRB3_0202. The binding affinity (normalized) is 0.0458. (5) The peptide sequence is LQNALDILDKVHEPF. The MHC is DRB1_0801 with pseudo-sequence DRB1_0801. The binding affinity (normalized) is 0.633. (6) The peptide sequence is FKVAATAAATAPADD. The MHC is DRB1_1302 with pseudo-sequence DRB1_1302. The binding affinity (normalized) is 0.309.